Dataset: Peptide-MHC class II binding affinity with 134,281 pairs from IEDB. Task: Regression. Given a peptide amino acid sequence and an MHC pseudo amino acid sequence, predict their binding affinity value. This is MHC class II binding data. (1) The peptide sequence is SNNGIKQQGIRYANP. The MHC is DRB3_0101 with pseudo-sequence DRB3_0101. The binding affinity (normalized) is 0.189. (2) The peptide sequence is APTGMFVAAAKYMVI. The MHC is DRB1_0901 with pseudo-sequence DRB1_0901. The binding affinity (normalized) is 0.795.